Dataset: NCI-60 drug combinations with 297,098 pairs across 59 cell lines. Task: Regression. Given two drug SMILES strings and cell line genomic features, predict the synergy score measuring deviation from expected non-interaction effect. (1) Drug 1: CC1=C(C(CCC1)(C)C)C=CC(=CC=CC(=CC(=O)O)C)C. Drug 2: COCCOC1=C(C=C2C(=C1)C(=NC=N2)NC3=CC=CC(=C3)C#C)OCCOC.Cl. Cell line: HCT-15. Synergy scores: CSS=-1.28, Synergy_ZIP=10.8, Synergy_Bliss=22.0, Synergy_Loewe=-3.37, Synergy_HSA=-1.30. (2) Drug 2: CC12CCC(CC1=CCC3C2CCC4(C3CC=C4C5=CN=CC=C5)C)O. Drug 1: CNC(=O)C1=CC=CC=C1SC2=CC3=C(C=C2)C(=NN3)C=CC4=CC=CC=N4. Synergy scores: CSS=3.24, Synergy_ZIP=2.59, Synergy_Bliss=9.08, Synergy_Loewe=3.20, Synergy_HSA=3.72. Cell line: COLO 205. (3) Cell line: MCF7. Synergy scores: CSS=36.1, Synergy_ZIP=1.07, Synergy_Bliss=-0.0538, Synergy_Loewe=3.14, Synergy_HSA=4.87. Drug 2: CNC(=O)C1=NC=CC(=C1)OC2=CC=C(C=C2)NC(=O)NC3=CC(=C(C=C3)Cl)C(F)(F)F. Drug 1: C1=C(C(=O)NC(=O)N1)F. (4) Drug 1: C1CN1P(=S)(N2CC2)N3CC3. Drug 2: CN1C(=O)N2C=NC(=C2N=N1)C(=O)N. Cell line: A498. Synergy scores: CSS=8.85, Synergy_ZIP=-2.93, Synergy_Bliss=-1.41, Synergy_Loewe=-4.63, Synergy_HSA=-1.34. (5) Drug 1: C1CNP(=O)(OC1)N(CCCl)CCCl. Drug 2: CC1=C(C(=CC=C1)Cl)NC(=O)C2=CN=C(S2)NC3=CC(=NC(=N3)C)N4CCN(CC4)CCO. Cell line: SK-OV-3. Synergy scores: CSS=52.8, Synergy_ZIP=2.83, Synergy_Bliss=1.79, Synergy_Loewe=-13.2, Synergy_HSA=-0.220. (6) Drug 1: C1C(C(OC1N2C=C(C(=O)NC2=O)F)CO)O. Drug 2: C(=O)(N)NO. Cell line: HT29. Synergy scores: CSS=22.2, Synergy_ZIP=-4.14, Synergy_Bliss=-4.99, Synergy_Loewe=-29.3, Synergy_HSA=-5.46. (7) Drug 1: COC1=CC(=CC(=C1O)OC)C2C3C(COC3=O)C(C4=CC5=C(C=C24)OCO5)OC6C(C(C7C(O6)COC(O7)C8=CC=CS8)O)O. Drug 2: C1=NC(=NC(=O)N1C2C(C(C(O2)CO)O)O)N. Cell line: SN12C. Synergy scores: CSS=40.2, Synergy_ZIP=-6.64, Synergy_Bliss=0.347, Synergy_Loewe=-6.34, Synergy_HSA=1.85.